Dataset: Forward reaction prediction with 1.9M reactions from USPTO patents (1976-2016). Task: Predict the product of the given reaction. (1) Given the reactants [Br:1][C:2]1[CH:11]=[C:10]2[C:5]([N:6]=[CH:7][C:8](Cl)=[N:9]2)=[CH:4][CH:3]=1.[N:13]1([C:19]([O:21][C:22]([CH3:25])([CH3:24])[CH3:23])=[O:20])[CH2:18][CH2:17][NH:16][CH2:15][CH2:14]1.C([O-])([O-])=O.[K+].[K+], predict the reaction product. The product is: [Br:1][C:2]1[CH:11]=[C:10]2[C:5]([N:6]=[CH:7][C:8]([N:16]3[CH2:15][CH2:14][N:13]([C:19]([O:21][C:22]([CH3:25])([CH3:24])[CH3:23])=[O:20])[CH2:18][CH2:17]3)=[N:9]2)=[CH:4][CH:3]=1. (2) Given the reactants [C:1]([S:5][C:6](=[O:11])[CH2:7][C:8](=[O:10])[CH3:9])([CH3:4])([CH3:3])[CH3:2].[H-].[Na+].Br[CH2:15][C:16]1[CH:23]=[CH:22][C:19]([C:20]#[N:21])=[CH:18][CH:17]=1, predict the reaction product. The product is: [C:1]([S:5][C:6](=[O:11])[CH:7]([CH2:15][C:16]1[CH:23]=[CH:22][C:19]([C:20]#[N:21])=[CH:18][CH:17]=1)[C:8](=[O:10])[CH3:9])([CH3:4])([CH3:2])[CH3:3]. (3) Given the reactants [NH2:1][C:2]1[CH:7]=[CH:6][C:5]([CH2:8][CH2:9][CH2:10][C:11]([N:13]([CH3:15])[CH3:14])=[O:12])=[C:4]([F:16])[CH:3]=1.[C:17]1(=O)[CH2:20][CH2:19]C1.C[Si]([C:26]#[N:27])(C)C, predict the reaction product. The product is: [C:26]([C:20]([NH:1][C:2]1[CH:7]=[CH:6][C:5]([CH2:8][CH2:9][CH2:10][C:11]([N:13]([CH3:15])[CH3:14])=[O:12])=[C:4]([F:16])[CH:3]=1)([CH3:19])[CH3:17])#[N:27]. (4) Given the reactants [C:1]([C:4]1[CH:5]=[C:6]([C:22]([NH:24][CH2:25][C:26]2[CH:31]=[CH:30][C:29]([S:32]([CH3:35])(=[O:34])=[O:33])=[CH:28][CH:27]=2)=[O:23])[C:7](=[O:21])[N:8]([C:11]2[CH:16]=[CH:15][CH:14]=[C:13]([C:17]([F:20])([F:19])[F:18])[CH:12]=2)[C:9]=1[CH3:10])(=[O:3])[CH3:2].CC(CC)[O-].CC(CC)[O-].CC(CC)[O-].[Al+3].O, predict the reaction product. The product is: [OH:3][CH:1]([C:4]1[CH:5]=[C:6]([C:22]([NH:24][CH2:25][C:26]2[CH:27]=[CH:28][C:29]([S:32]([CH3:35])(=[O:33])=[O:34])=[CH:30][CH:31]=2)=[O:23])[C:7](=[O:21])[N:8]([C:11]2[CH:16]=[CH:15][CH:14]=[C:13]([C:17]([F:20])([F:18])[F:19])[CH:12]=2)[C:9]=1[CH3:10])[CH3:2]. (5) Given the reactants [Cl:1][C:2]1[CH:8]=[C:7]([Cl:9])[CH:6]=[CH:5][C:3]=1[NH2:4].[H-].[Na+].Cl[C:13]1[C:18]([C:19]#[N:20])=[CH:17][N:16]=[C:15]2[CH:21]=[CH:22][S:23][C:14]=12, predict the reaction product. The product is: [Cl:1][C:2]1[CH:8]=[C:7]([Cl:9])[CH:6]=[CH:5][C:3]=1[NH:4][C:13]1[C:18]([C:19]#[N:20])=[CH:17][N:16]=[C:15]2[CH:21]=[CH:22][S:23][C:14]=12. (6) Given the reactants COC1C=CC=CC=1CO.[H-].[Na+].[Cl:13]C1N=C(OC)N=C(NCCC2C=CC(OC)=CC=2)C=1.C[O:34][C:35]1[N:40]=[C:39]([NH:41][CH2:42][CH2:43][C:44]2[CH:49]=[CH:48][C:47]([O:50][CH3:51])=[CH:46][CH:45]=2)[CH:38]=[C:37]([O:52][CH2:53][C:54]2[CH:59]=[CH:58][CH:57]=[CH:56][C:55]=2[O:60][CH3:61])[N:36]=1.COC1C=CC=CC=1COC1N=C(NCCC2C=CC(OC)=CC=2)C=C(OCC2C=CC=CC=2OC)N=1.Cl, predict the reaction product. The product is: [ClH:13].[CH3:61][O:60][C:55]1[CH:56]=[CH:57][CH:58]=[CH:59][C:54]=1[CH2:53][O:52][C:37]1[CH:38]=[C:39]([NH:41][CH2:42][CH2:43][C:44]2[CH:49]=[CH:48][C:47]([O:50][CH3:51])=[CH:46][CH:45]=2)[N:40]=[C:35]([OH:34])[N:36]=1.